This data is from Catalyst prediction with 721,799 reactions and 888 catalyst types from USPTO. The task is: Predict which catalyst facilitates the given reaction. (1) Reactant: C1C=CC(OP(OC2C=CC=CC=2)([N:10]=[N+]=[N-])=O)=CC=1.[C:20]([O:24][C:25]([N:27]1[CH2:32][CH2:31][CH2:30][C@@H:29]([NH:33][C:34]2[C:42]3[C:37](=[N:38][CH:39]=[CH:40][C:41]=3[O:43][C:44]3[CH:52]=[CH:51][C:47](C(O)=O)=[CH:46][CH:45]=3)[N:36]([CH2:53][C:54]3[CH:59]=[CH:58][C:57]([O:60][CH3:61])=[CH:56][CH:55]=3)[N:35]=2)[CH2:28]1)=[O:26])([CH3:23])([CH3:22])[CH3:21].[CH2:62]([NH2:64])[CH3:63].C1[CH2:69][O:68]CC1. Product: [CH2:62]([NH:64][C:69]([NH:10][C:47]1[CH:51]=[CH:52][C:44]([O:43][C:41]2[CH:40]=[CH:39][N:38]=[C:37]3[N:36]([CH2:53][C:54]4[CH:59]=[CH:58][C:57]([O:60][CH3:61])=[CH:56][CH:55]=4)[N:35]=[C:34]([NH:33][C@@H:29]4[CH2:30][CH2:31][CH2:32][N:27]([C:25]([O:24][C:20]([CH3:22])([CH3:21])[CH3:23])=[O:26])[CH2:28]4)[C:42]=23)=[CH:45][CH:46]=1)=[O:68])[CH3:63]. The catalyst class is: 93. (2) Reactant: [CH3:1][O:2][CH:3]([O:15][CH3:16])[C:4](=O)[CH2:5][C:6]([C:8]1[CH:13]=[CH:12][N:11]=[CH:10][CH:9]=1)=O.Cl.[F:18][C:19]1[CH:24]=[CH:23][C:22]([NH:25][NH2:26])=[CH:21][CH:20]=1. The catalyst class is: 8. Product: [CH3:1][O:2][CH:3]([O:15][CH3:16])[C:4]1[CH:5]=[C:6]([C:8]2[CH:13]=[CH:12][N:11]=[CH:10][CH:9]=2)[N:25]([C:22]2[CH:23]=[CH:24][C:19]([F:18])=[CH:20][CH:21]=2)[N:26]=1. (3) Reactant: [H-].[Na+].CC1C=CC(S(O[CH:14]2[C:18](F)([F:19])[CH:17]([C:21]3[C:22]([F:27])=[N:23][CH:24]=[CH:25][CH:26]=3)[NH:16][CH2:15]2)(=O)=O)=CC=1.C1OCCOCCOCCOCCOC1.[Cl-].[NH4+]. Product: [F:27][C:22]1[C:21]([C:17]2[NH:16][CH:15]=[CH:14][C:18]=2[F:19])=[CH:26][CH:25]=[CH:24][N:23]=1. The catalyst class is: 7. (4) Reactant: [CH3:1][O:2][C:3]([C:5]1[CH:6]=[C:7]([O:11][C:12]2[CH:13]=[N+:14]([O-])[CH:15]=[CH:16][C:17]=2[N+:18]([O-])=O)[CH:8]=[N:9][CH:10]=1)=[O:4].C(O)(=O)C.[NH4+].[OH-]. Product: [NH2:18][C:17]1[CH:16]=[CH:15][N:14]=[CH:13][C:12]=1[O:11][C:7]1[CH:8]=[N:9][CH:10]=[C:5]([CH:6]=1)[C:3]([O:2][CH3:1])=[O:4]. The catalyst class is: 292. (5) Reactant: [CH2:1]([OH:19])[CH2:2][O:3][CH2:4][CH2:5][O:6][CH2:7][CH2:8][O:9][CH2:10][CH2:11][O:12][CH2:13][CH2:14][O:15][CH2:16][CH2:17][OH:18].[C:20](Cl)([C:33]1[CH:38]=[CH:37][CH:36]=[CH:35][CH:34]=1)([C:27]1[CH:32]=[CH:31][CH:30]=[CH:29][CH:28]=1)[C:21]1[CH:26]=[CH:25][CH:24]=[CH:23][CH:22]=1.O. Product: [C:21]1([C:20]([C:27]2[CH:28]=[CH:29][CH:30]=[CH:31][CH:32]=2)([C:33]2[CH:34]=[CH:35][CH:36]=[CH:37][CH:38]=2)[O:18][CH2:17][CH2:16][O:15][CH2:14][CH2:13][O:12][CH2:11][CH2:10][O:9][CH2:8][CH2:7][O:6][CH2:5][CH2:4][O:3][CH2:2][CH2:1][OH:19])[CH:22]=[CH:23][CH:24]=[CH:25][CH:26]=1. The catalyst class is: 852. (6) Reactant: O[CH2:2][CH2:3][N:4]([CH3:16])[C:5]1[N:10]=[C:9]([N:11]([CH3:15])[CH2:12][CH2:13]O)[CH:8]=[CH:7][CH:6]=1.[CH3:17][O:18][C:19](=[O:32])[CH:20]([O:29][CH2:30][CH3:31])[CH2:21][C:22]1[CH:27]=[CH:26][C:25]([SH:28])=[CH:24][CH:23]=1.[OH2:33]. Product: [CH3:17][O:18][C:19](=[O:32])[CH:20]([O:29][CH2:30][CH3:31])[CH2:21][C:22]1[CH:27]=[CH:26][C:25]([S:28][CH2:2][CH2:3][N:4]([C:5]2[CH:6]=[CH:7][CH:8]=[C:9]([N:11]([CH2:12][CH2:13][S:28][C:25]3[CH:24]=[CH:23][C:22]([CH2:21][CH:20]([O:29][CH2:30][CH3:31])[C:19]([O:18][CH3:17])=[O:33])=[CH:27][CH:26]=3)[CH3:15])[N:10]=2)[CH3:16])=[CH:24][CH:23]=1. The catalyst class is: 1. (7) Reactant: [F:1][C:2]([F:18])([F:17])[C:3]1[CH:8]=[CH:7][N:6]=[C:5](/[CH:9]=[N:10]/[S@@:11]([C:13]([CH3:16])([CH3:15])[CH3:14])=[O:12])[CH:4]=1.[CH3:19][Mg]Br. Product: [F:18][C:2]([F:1])([F:17])[C:3]1[CH:8]=[CH:7][N:6]=[C:5]([C@H:9]([NH:10][S@@:11]([C:13]([CH3:14])([CH3:15])[CH3:16])=[O:12])[CH3:19])[CH:4]=1. The catalyst class is: 1. (8) Reactant: [Cl:1][C:2]1[N:7]=[C:6](Cl)[CH:5]=[CH:4][N:3]=1.[OH:9][C:10]1[CH:37]=[CH:36][CH:35]=[CH:34][C:11]=1[CH2:12][NH:13][C:14]([NH:16][C:17]1[N:21]([C:22]2[CH:27]=[CH:26][CH:25]=[C:24]([S:28][CH3:29])[CH:23]=2)[N:20]=[C:19]([C:30]([CH3:33])([CH3:32])[CH3:31])[CH:18]=1)=[O:15].[OH-].[Na+].[Cl-].[NH4+]. Product: [Cl:1][C:2]1[N:7]=[C:6]([O:9][C:10]2[CH:37]=[CH:36][CH:35]=[CH:34][C:11]=2[CH2:12][NH:13][C:14]([NH:16][C:17]2[N:21]([C:22]3[CH:27]=[CH:26][CH:25]=[C:24]([S:28][CH3:29])[CH:23]=3)[N:20]=[C:19]([C:30]([CH3:31])([CH3:32])[CH3:33])[CH:18]=2)=[O:15])[CH:5]=[CH:4][N:3]=1. The catalyst class is: 21. (9) Reactant: [C:1]([C:4]1[CH:23]=[CH:22][C:7]([O:8][CH2:9][CH2:10][CH2:11][CH2:12][NH:13][C:14]2[CH:21]=[CH:20][C:17]([C:18]#[N:19])=[CH:16][CH:15]=2)=[C:6]([CH2:24][CH2:25][CH3:26])[C:5]=1[OH:27])(=[O:3])[CH3:2].C([Sn](=O)CCCC)CCC.[N:38]([Si](C)(C)C)=[N+:39]=[N-:40]. Product: [OH:27][C:5]1[C:6]([CH2:24][CH2:25][CH3:26])=[C:7]([O:8][CH2:9][CH2:10][CH2:11][CH2:12][NH:13][C:14]2[CH:21]=[CH:20][C:17]([C:18]3[N:38]=[N:39][NH:40][N:19]=3)=[CH:16][CH:15]=2)[CH:22]=[CH:23][C:4]=1[C:1](=[O:3])[CH3:2]. The catalyst class is: 11. (10) Reactant: [F:1][C:2]1[CH:7]=[CH:6][C:5]([C:8]2[CH:13]=[N:12][C:11]([N:14]3[CH2:19][CH2:18][NH:17][CH2:16][CH2:15]3)=[CH:10][N:9]=2)=[CH:4][CH:3]=1.C(N(CC)CC)C.[CH3:27][S:28](Cl)(=[O:30])=[O:29]. Product: [F:1][C:2]1[CH:7]=[CH:6][C:5]([C:8]2[CH:13]=[N:12][C:11]([N:14]3[CH2:15][CH2:16][N:17]([S:28]([CH3:27])(=[O:30])=[O:29])[CH2:18][CH2:19]3)=[CH:10][N:9]=2)=[CH:4][CH:3]=1. The catalyst class is: 4.